Dataset: Forward reaction prediction with 1.9M reactions from USPTO patents (1976-2016). Task: Predict the product of the given reaction. (1) Given the reactants [CH2:1]([O:8][C:9](=[O:28])[CH2:10][CH2:11][C:12]1[CH:17]=[CH:16][C:15]([O:18][CH2:19][C:20]([O:22][C:23]([CH3:26])([CH3:25])[CH3:24])=[O:21])=[C:14](Cl)[CH:13]=1)[C:2]1[CH:7]=[CH:6][CH:5]=[CH:4][CH:3]=1.C(OC(=O)CCC1C=CC(O)=CC=1)C1C=CC=CC=1, predict the reaction product. The product is: [CH2:1]([O:8][C:9](=[O:28])[CH2:10][CH2:11][C:12]1[CH:13]=[CH:14][C:15]([O:18][CH2:19][C:20]([O:22][C:23]([CH3:25])([CH3:24])[CH3:26])=[O:21])=[CH:16][CH:17]=1)[C:2]1[CH:7]=[CH:6][CH:5]=[CH:4][CH:3]=1. (2) Given the reactants C[O:2][C:3]1[CH:8]=[CH:7][C:6]([N+:9]([O-:11])=[O:10])=[CH:5][C:4]=1[C:12]1[S:16][CH:15]=[N:14][CH:13]=1.[S-2].[Na+].[Na+], predict the reaction product. The product is: [N+:9]([C:6]1[CH:7]=[CH:8][C:3]([OH:2])=[C:4]([C:12]2[S:16][CH:15]=[N:14][CH:13]=2)[CH:5]=1)([O-:11])=[O:10]. (3) Given the reactants [C:1](Cl)(=[O:13])[CH2:2][CH2:3][CH2:4][CH2:5][CH2:6][CH2:7][CH2:8][CH2:9][CH2:10][CH2:11][CH3:12].C(N(CC)CC)C.[CH3:22][N:23]([CH2:25][CH:26]([OH:28])[CH3:27])[CH3:24], predict the reaction product. The product is: [C:1]([O:28][CH:26]([CH3:27])[CH2:25][N:23]([CH3:24])[CH3:22])(=[O:13])[CH2:2][CH2:3][CH2:4][CH2:5][CH2:6][CH2:7][CH2:8][CH2:9][CH2:10][CH2:11][CH3:12]. (4) Given the reactants O=[C:2]1[C:11]2[C:6](=[CH:7][CH:8]=[CH:9][CH:10]=2)[C:5]2[C:12](=O)[C:13]3[CH:14]=[CH:15][CH:16]=[CH:17][C:18]=3[C:4]=2[NH:3]1.C([SiH](CC)CC)C.CO.C(Cl)Cl, predict the reaction product. The product is: [CH:7]1[CH:8]=[CH:9][CH:10]=[C:11]2[C:6]=1[C:5]1[CH2:12][C:13]3[CH:14]=[CH:15][CH:16]=[CH:17][C:18]=3[C:4]=1[N:3]=[CH:2]2. (5) Given the reactants [CH3:1][O:2][C:3]([C:5]1[S:9][C:8]2[CH:10]=[CH:11][CH:12]=[C:13]([O:14][CH3:15])[C:7]=2[CH:6]=1)=[O:4].[Br:16]Br, predict the reaction product. The product is: [CH3:1][O:2][C:3]([C:5]1[S:9][C:8]2[C:10]([Br:16])=[CH:11][CH:12]=[C:13]([O:14][CH3:15])[C:7]=2[CH:6]=1)=[O:4]. (6) Given the reactants OC1C=CC(CN[C:8]([C:10]2([CH3:15])[CH2:14][S:13][S:12][CH2:11]2)=[O:9])=CC=1OC.Cl.[NH2:21][CH2:22][CH2:23][C:24]1[CH:29]=[CH:28][C:27]([OH:30])=[C:26]([O:31][CH3:32])[CH:25]=1, predict the reaction product. The product is: [OH:30][C:27]1[CH:28]=[CH:29][C:24]([CH2:23][CH2:22][NH:21][C:8]([C:10]2([CH3:15])[CH2:14][S:13][S:12][CH2:11]2)=[O:9])=[CH:25][C:26]=1[O:31][CH3:32]. (7) Given the reactants Cl.[NH2:2][C:3]1[C:4]([OH:19])=[C:5]([C:10]2[CH:15]=[CH:14][CH:13]=[C:12]([C:16]([OH:18])=[O:17])[CH:11]=2)[CH:6]=[C:7]([CH3:9])[CH:8]=1.[N:20]([O-])=O.[Na+].[CH3:24][C:25]1[CH2:26][C:27](=[O:43])[N:28]([C:30]2[CH:31]=[C:32]3[C:36](=[CH:37][CH:38]=2)[C:35]([CH3:40])([CH3:39])[CH2:34][C:33]3([CH3:42])[CH3:41])[N:29]=1.C(=O)(O)[O-].[Na+], predict the reaction product. The product is: [OH:19][C:4]1[C:3]([NH:2][N:20]=[C:26]2[C:27](=[O:43])[N:28]([C:30]3[CH:31]=[C:32]4[C:36](=[CH:37][CH:38]=3)[C:35]([CH3:40])([CH3:39])[CH2:34][C:33]4([CH3:42])[CH3:41])[N:29]=[C:25]2[CH3:24])=[CH:8][C:7]([CH3:9])=[CH:6][C:5]=1[C:10]1[CH:15]=[CH:14][CH:13]=[C:12]([C:16]([OH:18])=[O:17])[CH:11]=1.